From a dataset of Full USPTO retrosynthesis dataset with 1.9M reactions from patents (1976-2016). Predict the reactants needed to synthesize the given product. (1) Given the product [CH:15]1([CH2:21][NH:22][C:2]2[CH:11]=[CH:10][C:5]([C:6]([O:8][CH3:9])=[O:7])=[CH:4][C:3]=2[N+:12]([O-:14])=[O:13])[CH2:20][CH2:19][CH2:18][CH2:17][CH2:16]1, predict the reactants needed to synthesize it. The reactants are: F[C:2]1[CH:11]=[CH:10][C:5]([C:6]([O:8][CH3:9])=[O:7])=[CH:4][C:3]=1[N+:12]([O-:14])=[O:13].[CH:15]1([CH2:21][NH2:22])[CH2:20][CH2:19][CH2:18][CH2:17][CH2:16]1. (2) Given the product [NH:19]1[CH:20]=[CH:21][N:22]=[C:18]1[C:16]1[S:17][C:10]2[C:11](=[N:12][CH:13]=[CH:14][C:9]=2[O:8][C:7]2[CH:6]=[CH:5][C:4]([NH:31][C:32]([NH:34][C:35](=[O:43])[CH2:36][C:37]3[CH:38]=[CH:39][CH:40]=[CH:41][CH:42]=3)=[S:33])=[CH:3][C:2]=2[F:1])[CH:15]=1, predict the reactants needed to synthesize it. The reactants are: [F:1][C:2]1[CH:3]=[C:4]([NH:31][C:32]([NH:34][C:35](=[O:43])[CH2:36][C:37]2[CH:42]=[CH:41][CH:40]=[CH:39][CH:38]=2)=[S:33])[CH:5]=[CH:6][C:7]=1[O:8][C:9]1[CH:14]=[CH:13][N:12]=[C:11]2[CH:15]=[C:16]([C:18]3[N:19](COCC[Si](C)(C)C)[CH:20]=[CH:21][N:22]=3)[S:17][C:10]=12.